Dataset: NCI-60 drug combinations with 297,098 pairs across 59 cell lines. Task: Regression. Given two drug SMILES strings and cell line genomic features, predict the synergy score measuring deviation from expected non-interaction effect. Drug 1: C1C(C(OC1N2C=C(C(=O)NC2=O)F)CO)O. Drug 2: CCC1=C2CN3C(=CC4=C(C3=O)COC(=O)C4(CC)O)C2=NC5=C1C=C(C=C5)O. Cell line: SW-620. Synergy scores: CSS=36.9, Synergy_ZIP=-9.08, Synergy_Bliss=-7.59, Synergy_Loewe=-2.66, Synergy_HSA=-1.05.